Dataset: Forward reaction prediction with 1.9M reactions from USPTO patents (1976-2016). Task: Predict the product of the given reaction. (1) The product is: [N:1]1([S:11]([C:14]2[CH:15]=[C:16]([N:20]3[C:25](=[O:26])[C:24]4=[C:27]([C:30]5[NH:35][N:34]=[N:33][N:31]=5)[S:28][CH:29]=[C:23]4[NH:22][C:21]3=[O:32])[CH:17]=[CH:18][CH:19]=2)(=[O:12])=[O:13])[C:10]2[C:5](=[CH:6][CH:7]=[CH:8][CH:9]=2)[CH2:4][CH2:3][CH2:2]1. Given the reactants [N:1]1([S:11]([C:14]2[CH:15]=[C:16]([N:20]3[C:25](=[O:26])[C:24]4=[C:27]([C:30]#[N:31])[S:28][CH:29]=[C:23]4[NH:22][C:21]3=[O:32])[CH:17]=[CH:18][CH:19]=2)(=[O:13])=[O:12])[C:10]2[C:5](=[CH:6][CH:7]=[CH:8][CH:9]=2)[CH2:4][CH2:3][CH2:2]1.[N-:33]=[N+:34]=[N-:35].[Na+].[Cl-].[NH4+].Cl, predict the reaction product. (2) Given the reactants [NH2:1][C:2]1[C:7]([N+:8]([O-:10])=[O:9])=[CH:6][CH:5]=[C:4](Cl)[N:3]=1.[NH:12]1[CH2:16][CH2:15][CH2:14][CH2:13]1.C(N(C(C)C)CC)(C)C, predict the reaction product. The product is: [N+:8]([C:7]1[C:2]([NH2:1])=[N:3][C:4]([N:12]2[CH2:16][CH2:15][CH2:14][CH2:13]2)=[CH:5][CH:6]=1)([O-:10])=[O:9]. (3) Given the reactants [F:1][C:2]1[CH:3]=[C:4]([CH:39]=[C:40]([F:42])[CH:41]=1)[CH2:5][N:6]1[CH:10]=[CH:9][N:8]=[C:7]1[CH:11]([NH:31][C:32](=[O:38])[O:33][C:34]([CH3:37])([CH3:36])[CH3:35])[CH2:12][C:13]1[CH:21]=[C:20]([CH3:22])[C:19]2[C:15](=[CH:16][N:17]([CH2:23][O:24][CH2:25][CH2:26][Si:27]([CH3:30])([CH3:29])[CH3:28])[N:18]=2)[CH:14]=1.[Br:43]N1C(=O)CCC1=O, predict the reaction product. The product is: [F:1][C:2]1[CH:3]=[C:4]([CH:39]=[C:40]([F:42])[CH:41]=1)[CH2:5][N:6]1[C:10]([Br:43])=[CH:9][N:8]=[C:7]1[CH:11]([NH:31][C:32](=[O:38])[O:33][C:34]([CH3:35])([CH3:36])[CH3:37])[CH2:12][C:13]1[CH:21]=[C:20]([CH3:22])[C:19]2[C:15](=[CH:16][N:17]([CH2:23][O:24][CH2:25][CH2:26][Si:27]([CH3:28])([CH3:29])[CH3:30])[N:18]=2)[CH:14]=1. (4) The product is: [C:14]([O:13][C:12](=[O:18])[NH:11][CH2:10][CH2:9][CH2:8][NH:7][C:5](=[O:6])[CH2:4][CH:23]=[CH2:24])([CH3:15])([CH3:17])[CH3:16]. Given the reactants C([O:4][CH:5]=[CH2:6])(=O)C.[NH2:7][CH2:8][CH2:9][CH2:10][NH:11][C:12](=[O:18])[O:13][C:14]([CH3:17])([CH3:16])[CH3:15].ON1[C:24]2C=CC=C[C:23]=2N=N1.CCN=C=NCCCN(C)C, predict the reaction product. (5) Given the reactants [C:1]([O-:8])(=[O:7])[CH2:2][CH2:3][C:4]([O-:6])=[O:5].C1N=C(N)C2N=CN([C@@H:37]3[O:38][C@H:34]([CH2:33][O:32]P(OP([O:32][CH2:33][C@H:34]4[O:38][C@@H:37](N5C=C(C(N)=O)CC=C5)[C@H:36]([OH:48])[C@@H:35]4[OH:49])(O)=O)(O)=O)[C@@H:35]([OH:49])[C@H:36]3[O:48]P(O)(O)=O)C=2N=1.C1N=C(N)C2N=CN([C@@H]3[O:70][C@H](COP(OP(OC[C@H]4O[C@@H](N5C=C(C(N)=O)CC=C5)[C@H](O)[C@@H]4O)(O)=O)(O)=O)[C@@H](O)[C@H]3O)C=2N=1, predict the reaction product. The product is: [O:5]=[CH:4][C@@H:37]([C@H:36]([C@@H:35]([C@@H:34]([CH2:33][OH:32])[OH:38])[OH:49])[OH:48])[OH:70].[C:1]([O-:8])(=[O:7])[CH2:2][CH2:3][C:4]([O-:6])=[O:5].